This data is from Catalyst prediction with 721,799 reactions and 888 catalyst types from USPTO. The task is: Predict which catalyst facilitates the given reaction. (1) Reactant: [C:1]([C:5]1[CH:9]=[C:8]([NH2:10])[N:7]([C:11]2[CH:16]=[CH:15][C:14]([CH3:17])=[CH:13][CH:12]=2)[N:6]=1)([CH3:4])([CH3:3])[CH3:2].C([O-])([O-])=O.[K+].[K+].Cl[C:25]([O:27][C:28]1[CH:33]=[CH:32][CH:31]=[CH:30][CH:29]=1)=[O:26]. Product: [C:1]([C:5]1[CH:9]=[C:8]([NH:10][C:25](=[O:26])[O:27][C:28]2[CH:33]=[CH:32][CH:31]=[CH:30][CH:29]=2)[N:7]([C:11]2[CH:12]=[CH:13][C:14]([CH3:17])=[CH:15][CH:16]=2)[N:6]=1)([CH3:4])([CH3:3])[CH3:2]. The catalyst class is: 1. (2) Reactant: Cl.Cl.[C:3]([C:7]1[CH:12]=[CH:11][CH:10]=[CH:9][C:8]=1[N:13]1[CH2:18][CH2:17][NH:16][CH2:15][CH2:14]1)([CH3:6])([CH3:5])[CH3:4].[CH3:19][C:20]1[NH:21][CH:22]=[C:23]([C:25](O)=[O:26])[N:24]=1.C(N(CC)CC)C.CCN=C=NCCCN(C)C.C1C=CC2N(O)N=NC=2C=1.C([O-])(O)=O.[Na+]. Product: [C:3]([C:7]1[CH:12]=[CH:11][CH:10]=[CH:9][C:8]=1[N:13]1[CH2:18][CH2:17][N:16]([C:25]([C:23]2[N:24]=[C:20]([CH3:19])[NH:21][CH:22]=2)=[O:26])[CH2:15][CH2:14]1)([CH3:6])([CH3:4])[CH3:5]. The catalyst class is: 9. (3) Reactant: [Cl:1][C:2]1[CH:3]=[CH:4][C:5]([CH3:15])=[C:6]([C:8]2[C:12]([NH2:13])=[CH:11][N:10]([CH3:14])[N:9]=2)[CH:7]=1.[Cl:16][C:17]1[CH:22]=[CH:21][N:20]2[N:23]=[CH:24][C:25]([C:26](Cl)=[O:27])=[C:19]2[N:18]=1.C(N(CC)CC)C. Product: [Cl:16][C:17]1[CH:22]=[CH:21][N:20]2[N:23]=[CH:24][C:25]([C:26]([NH:13][C:12]3[C:8]([C:6]4[CH:7]=[C:2]([Cl:1])[CH:3]=[CH:4][C:5]=4[CH3:15])=[N:9][N:10]([CH3:14])[CH:11]=3)=[O:27])=[C:19]2[N:18]=1. The catalyst class is: 4. (4) Reactant: [CH3:1][O:2][C:3]([C:5]1[N:6]=[C:7]2[C:12]([C:13]([F:16])([F:15])[F:14])=[CH:11][C:10](Br)=[CH:9][N:8]2[CH:18]=1)=[O:4].[C:19]([O:23][C:24]([N:26]1[CH:30]=[C:29](B2OC(C)(C)C(C)(C)O2)[CH:28]=[N:27]1)=[O:25])([CH3:22])([CH3:21])[CH3:20].C(=O)([O-])[O-].[Cs+].[Cs+]. Product: [CH3:1][O:2][C:3]([C:5]1[N:6]=[C:7]2[C:12]([C:13]([F:16])([F:15])[F:14])=[CH:11][C:10]([C:29]3[CH:28]=[N:27][N:26]([C:24]([O:23][C:19]([CH3:22])([CH3:21])[CH3:20])=[O:25])[CH:30]=3)=[CH:9][N:8]2[CH:18]=1)=[O:4]. The catalyst class is: 455. (5) Reactant: [Br:1][C:2]1[C:10]2[O:9][CH2:8][C:7]([CH3:12])([CH3:11])[C:6]=2[CH:5]=[C:4]([C:13]([OH:15])=O)[CH:3]=1.[CH3:16][N:17](C=O)C.Cl.CN.N1C=CC=CC=1. Product: [CH3:16][NH:17][C:13]([C:4]1[CH:3]=[C:2]([Br:1])[C:10]2[O:9][CH2:8][C:7]([CH3:12])([CH3:11])[C:6]=2[CH:5]=1)=[O:15]. The catalyst class is: 375. (6) Reactant: Cl[C:2]1[CH:7]=[CH:6][C:5]([N+:8]([O-:10])=[O:9])=[CH:4][N:3]=1.Cl.[NH:12]1[CH2:17][CH2:16][CH:15]([CH2:18][C:19]([O:21][CH3:22])=[O:20])[CH2:14][CH2:13]1.C(N=P1(N(CC)CC)N(C)CCCN1C)(C)(C)C. Product: [N+:8]([C:5]1[CH:6]=[CH:7][C:2]([N:12]2[CH2:17][CH2:16][CH:15]([CH2:18][C:19]([O:21][CH3:22])=[O:20])[CH2:14][CH2:13]2)=[N:3][CH:4]=1)([O-:10])=[O:9]. The catalyst class is: 44.